This data is from Forward reaction prediction with 1.9M reactions from USPTO patents (1976-2016). The task is: Predict the product of the given reaction. (1) Given the reactants [P:1]([Br:4])(Br)[Br:2].[CH3:5][N:6]([CH3:14])[C:7]1[CH:12]=[CH:11][C:10]([CH3:13])=[CH:9][CH:8]=1, predict the reaction product. The product is: [Br:2][P:1]([Br:4])[C:8]1[CH:9]=[C:10]([CH3:13])[CH:11]=[CH:12][C:7]=1[N:6]([CH3:14])[CH3:5]. (2) Given the reactants [H-].[Na+].[CH2:3]([OH:7])[C:4]#[C:5][CH3:6].Cl[C:9]1[CH:14]=[C:13]([CH2:15][C:16]2[CH:21]=[CH:20][CH:19]=[CH:18][CH:17]=2)[N:12]=[CH:11][N:10]=1.[Cl-].[NH4+], predict the reaction product. The product is: [CH2:3]([O:7][C:9]1[CH:14]=[C:13]([CH2:15][C:16]2[CH:17]=[CH:18][CH:19]=[CH:20][CH:21]=2)[N:12]=[CH:11][N:10]=1)[C:4]#[C:5][CH3:6].